From a dataset of Peptide-MHC class II binding affinity with 134,281 pairs from IEDB. Regression. Given a peptide amino acid sequence and an MHC pseudo amino acid sequence, predict their binding affinity value. This is MHC class II binding data. The peptide sequence is MGNSKSKSNPSSSSE. The MHC is DRB1_0301 with pseudo-sequence DRB1_0301. The binding affinity (normalized) is 0.0353.